From a dataset of Forward reaction prediction with 1.9M reactions from USPTO patents (1976-2016). Predict the product of the given reaction. The product is: [F:22][CH:2]([F:1])[C:3]1[N:4]([CH2:30][C:31]2[C:40]3[C:35](=[CH:36][CH:37]=[CH:38][CH:39]=3)[CH:34]=[CH:33][CH:32]=2)[C:5]2[CH:11]=[C:10]([N:12]3[CH2:17][CH2:16][O:15][CH2:14][CH2:13]3)[CH:9]=[C:8]([C:18]([O:20][CH3:21])=[O:19])[C:6]=2[N:7]=1. Given the reactants [F:1][CH:2]([F:22])[C:3]1[NH:7][C:6]2[C:8]([C:18]([O:20][CH3:21])=[O:19])=[CH:9][C:10]([N:12]3[CH2:17][CH2:16][O:15][CH2:14][CH2:13]3)=[CH:11][C:5]=2[N:4]=1.C([O-])([O-])=O.[K+].[K+].Br[CH2:30][C:31]1[C:40]2[C:35](=[CH:36][CH:37]=[CH:38][CH:39]=2)[CH:34]=[CH:33][CH:32]=1, predict the reaction product.